From a dataset of Full USPTO retrosynthesis dataset with 1.9M reactions from patents (1976-2016). Predict the reactants needed to synthesize the given product. (1) Given the product [CH3:35][NH:36][C:32]([C:30]1[CH:29]=[CH:28][C:26]2[NH:27][C:23]([CH2:22][N:3]3[CH:4]=[CH:5][C:6]4[C:10]([C:11](=[O:21])[C:12]5[C:17]([F:18])=[CH:16][C:15]([F:19])=[CH:14][C:13]=5[F:20])=[CH:9][NH:8][C:7]=4[C:2]3=[O:1])=[N:24][C:25]=2[CH:31]=1)=[O:33], predict the reactants needed to synthesize it. The reactants are: [O:1]=[C:2]1[C:7]2[NH:8][CH:9]=[C:10]([C:11](=[O:21])[C:12]3[C:17]([F:18])=[CH:16][C:15]([F:19])=[CH:14][C:13]=3[F:20])[C:6]=2[CH:5]=[CH:4][N:3]1[CH2:22][C:23]1[NH:27][C:26]2[CH:28]=[CH:29][C:30]([C:32](O)=[O:33])=[CH:31][C:25]=2[N:24]=1.[CH3:35][NH2:36].C(O)C. (2) Given the product [Br:1][C:2]1[CH:3]=[C:4]2[C@:15]3([CH2:19][S:18][C:17]([NH:20][C:21](=[O:27])[O:22][C:23]([CH3:26])([CH3:25])[CH3:24])=[N:16]3)[C:14]3[C:9](=[CH:10][CH:11]=[C:12]([C:55]#[C:56][C:57]4([CH3:61])[CH2:60][O:59][CH2:58]4)[CH:13]=3)[O:8][C:5]2=[N:6][CH:7]=1, predict the reactants needed to synthesize it. The reactants are: [Br:1][C:2]1[CH:3]=[C:4]2[C@:15]3([CH2:19][S:18][C:17]([NH:20][C:21](=[O:27])[O:22][C:23]([CH3:26])([CH3:25])[CH3:24])=[N:16]3)[C:14]3[C:9](=[CH:10][CH:11]=[C:12](I)[CH:13]=3)[O:8][C:5]2=[N:6][CH:7]=1.O.[F-].C([N+](CCCC)(CCCC)CCCC)CCC.C1COCC1.C[Si](C)(C)[C:55]#[C:56][C:57]1([CH3:61])[CH2:60][O:59][CH2:58]1. (3) Given the product [OH:22][N:23]([C:24]1[CH:25]=[N:26][CH:27]=[CH:28][CH:29]=1)[C:8]([C:7]1[CH:6]=[CH:5][C:4]([C:3]([O:2][CH3:1])=[O:13])=[CH:12][CH:11]=1)=[O:10], predict the reactants needed to synthesize it. The reactants are: [CH3:1][O:2][C:3](=[O:13])[C:4]1[CH:12]=[CH:11][C:7]([C:8]([OH:10])=O)=[CH:6][CH:5]=1.O=S(Cl)Cl.CN(C=[O:22])C.[NH2:23][C:24]1[CH:25]=[N:26][CH:27]=[CH:28][C:29]=1O. (4) Given the product [CH2:1]([O:3][C:4](=[O:31])[C:5]1[CH:10]=[CH:9][C:8]([O:11][C:12]2[CH:17]=[CH:16][C:15]3[B:18]([OH:19])[O:22][CH2:21][C:14]=3[CH:13]=2)=[CH:7][C:6]=1[O:29][CH3:30])[CH3:2], predict the reactants needed to synthesize it. The reactants are: [CH2:1]([O:3][C:4](=[O:31])[C:5]1[CH:10]=[CH:9][C:8]([O:11][C:12]2[CH:17]=[CH:16][C:15]([B:18]3[O:22][C:21](C)(C)C(C)(C)[O:19]3)=[C:14](CO)[CH:13]=2)=[CH:7][C:6]=1[O:29][CH3:30])[CH3:2].Cl.C1(B(O)O)C=CC=CC=1. (5) Given the product [Br:22][C:12]1[CH:13]=[C:14]([O:15][C:2]2[CH:7]=[CH:6][CH:5]=[CH:4][N:3]=2)[C:9]([NH2:8])=[N:10][CH:11]=1, predict the reactants needed to synthesize it. The reactants are: F[C:2]1[CH:7]=[CH:6][CH:5]=[CH:4][N:3]=1.[NH2:8][C:9]1[C:14]([OH:15])=[CH:13][CH:12]=[CH:11][N:10]=1.C(=O)([O-])[O-].[Cs+].[Cs+].[Br:22]Br. (6) Given the product [Cl:25][C:26]1[CH:27]=[C:28]([NH:29][C:22]2[C:23]3[N:15]([CH2:14][CH2:13][O:12][CH2:11][CH2:10][OH:9])[CH:16]=[CH:17][C:18]=3[N:19]=[CH:20][N:21]=2)[CH:30]=[CH:31][C:32]=1[O:33][C:34]1[CH:39]=[CH:38][CH:37]=[C:36]([Cl:40])[CH:35]=1, predict the reactants needed to synthesize it. The reactants are: C([O:9][CH2:10][CH2:11][O:12][CH2:13][CH2:14][N:15]1[C:23]2[C:22](Cl)=[N:21][CH:20]=[N:19][C:18]=2[CH:17]=[CH:16]1)(=O)C1C=CC=CC=1.[Cl:25][C:26]1[CH:27]=[C:28]([CH:30]=[CH:31][C:32]=1[O:33][C:34]1[CH:39]=[CH:38][CH:37]=[C:36]([Cl:40])[CH:35]=1)[NH2:29].CN1CCCC1=O.C(=O)([O-])O.[Na+]. (7) Given the product [C:1]([O:5][C:6]([N:8]([CH2:29][CH3:30])[C@@H:9]1[CH2:13][CH2:12][N:11]([C:14]2[N:25]=[CH:24][CH:23]=[CH:22][C:15]=2[C:16]([O:18][CH:19]([CH3:20])[CH3:21])=[O:17])[CH2:10]1)=[O:7])([CH3:3])([CH3:4])[CH3:2], predict the reactants needed to synthesize it. The reactants are: [C:1]([O:5][C:6]([NH:8][C@@H:9]1[CH2:13][CH2:12][N:11]([C:14]2[N:25]=[CH:24][CH:23]=[CH:22][C:15]=2[C:16]([O:18][CH:19]([CH3:21])[CH3:20])=[O:17])[CH2:10]1)=[O:7])([CH3:4])([CH3:3])[CH3:2].[H-].[Na+].Br[CH2:29][CH3:30].O.